This data is from Full USPTO retrosynthesis dataset with 1.9M reactions from patents (1976-2016). The task is: Predict the reactants needed to synthesize the given product. (1) Given the product [CH3:9][O:8][C:5]1[CH:6]=[CH:7][C:2]2[N:13]=[C:14]3[CH2:15][CH2:16][CH2:17][N:10]3[C:3]=2[CH:4]=1, predict the reactants needed to synthesize it. The reactants are: I[C:2]1[CH:7]=[CH:6][C:5]([O:8][CH3:9])=[CH:4][C:3]=1[N+:10]([O-])=O.[NH:13]1[CH2:17][CH2:16][CH2:15][C:14]1=O.CNCCN. (2) Given the product [Cl:29][C:27]1[CH:28]=[C:20]([NH:19][C:18]2[C:15]([C:16]#[N:17])=[CH:14][N:13]=[CH:12][C:11]=2[C:8]2[CH:7]=[CH:6][C:5]([O:4][CH2:3][CH2:2][N:35]3[CH2:36][CH2:37][N:32]([CH3:31])[CH2:33][CH2:34]3)=[CH:10][CH:9]=2)[C:21]([CH3:30])=[C:22]2[C:26]=1[NH:25][CH:24]=[CH:23]2, predict the reactants needed to synthesize it. The reactants are: Cl[CH2:2][CH2:3][O:4][C:5]1[CH:10]=[CH:9][C:8]([C:11]2[CH:12]=[N:13][CH:14]=[C:15]([C:18]=2[NH:19][C:20]2[C:21]([CH3:30])=[C:22]3[C:26](=[C:27]([Cl:29])[CH:28]=2)[NH:25][CH:24]=[CH:23]3)[C:16]#[N:17])=[CH:7][CH:6]=1.[CH3:31][N:32]1[CH2:37][CH2:36][NH:35][CH2:34][CH2:33]1.